This data is from Reaction yield outcomes from USPTO patents with 853,638 reactions. The task is: Predict the reaction yield, written as a fraction of the theoretical maximum amount of product (1.0 means a 100% yield; for example, 0.34 means a 34% yield). The reactants are [I:1][CH2:2][CH2:3][CH2:4][CH2:5][CH2:6][CH2:7][CH2:8][CH2:9]I.[N:11]1[C:20]2[C:15](=[CH:16][CH:17]=[CH:18][CH:19]=2)[CH:14]=[CH:13][CH:12]=1. No catalyst specified. The product is [I-:1].[I-:1].[CH2:2]([N+:11]1[C:20]2[C:15](=[CH:16][CH:17]=[CH:18][CH:19]=2)[CH:14]=[CH:13][CH:12]=1)[CH2:3][CH2:4][CH2:5][CH2:6][CH2:7][CH2:8][CH2:9][N+:11]1[C:20]2[C:15](=[CH:16][CH:17]=[CH:18][CH:19]=2)[CH:14]=[CH:13][CH:12]=1. The yield is 0.890.